Dataset: Forward reaction prediction with 1.9M reactions from USPTO patents (1976-2016). Task: Predict the product of the given reaction. (1) Given the reactants [CH3:1][C:2]1[CH:3]=[C:4]([NH2:10])[C:5]([NH2:9])=[CH:6][C:7]=1[CH3:8].Br[CH2:12][CH2:13][CH2:14][CH2:15][CH:16]=[CH2:17].[I-].[Na+].C(N(CC)CC)C, predict the reaction product. The product is: [CH2:17]([NH:9][C:5]1[C:4]([NH2:10])=[CH:3][C:2]([CH3:1])=[C:7]([CH3:8])[CH:6]=1)[CH2:16][CH2:15][CH2:14][CH:13]=[CH2:12]. (2) Given the reactants [C:1]([O:5][C:6]([N:8]1[CH2:13][C:12]([CH3:15])([CH3:14])[CH2:11][CH2:10][CH:9]1[C:16]([OH:18])=O)=[O:7])([CH3:4])([CH3:3])[CH3:2].Cl.C[N:21](C)CCCN=C=NCC.ON1C2C=CC=CC=2N=N1.C(N(C(C)C)CC)(C)C.[Cl-].[NH4+], predict the reaction product. The product is: [C:1]([O:5][C:6]([N:8]1[CH2:13][C:12]([CH3:15])([CH3:14])[CH2:11][CH2:10][CH:9]1[C:16](=[O:18])[NH2:21])=[O:7])([CH3:4])([CH3:3])[CH3:2].